Dataset: NCI-60 drug combinations with 297,098 pairs across 59 cell lines. Task: Regression. Given two drug SMILES strings and cell line genomic features, predict the synergy score measuring deviation from expected non-interaction effect. Drug 1: CC1C(C(CC(O1)OC2CC(CC3=C2C(=C4C(=C3O)C(=O)C5=C(C4=O)C(=CC=C5)OC)O)(C(=O)CO)O)N)O.Cl. Drug 2: CN(C(=O)NC(C=O)C(C(C(CO)O)O)O)N=O. Cell line: SF-539. Synergy scores: CSS=5.64, Synergy_ZIP=0.284, Synergy_Bliss=2.22, Synergy_Loewe=-1.00, Synergy_HSA=-1.56.